From a dataset of Reaction yield outcomes from USPTO patents with 853,638 reactions. Predict the reaction yield, written as a fraction of the theoretical maximum amount of product (1.0 means a 100% yield; for example, 0.34 means a 34% yield). (1) The reactants are [O:1]1[C:5]2([CH2:10][CH2:9][C:8](=O)[CH2:7][CH2:6]2)[O:4][CH2:3][CH2:2]1.[C:12]1([C@@H:18]([NH2:20])[CH3:19])[CH:17]=[CH:16][CH:15]=[CH:14][CH:13]=1.C(O[BH-](OC(=O)C)OC(=O)C)(=O)C.[Na+]. The catalyst is ClC(Cl)C. The product is [C:12]1([C@@H:18]([NH:20][CH:8]2[CH2:9][CH2:10][C:5]3([O:4][CH2:3][CH2:2][O:1]3)[CH2:6][CH2:7]2)[CH3:19])[CH:17]=[CH:16][CH:15]=[CH:14][CH:13]=1. The yield is 0.670. (2) The yield is 0.300. The product is [Cl:52][C:38]1[C:39]([NH:41][C@H:42]2[C@H:47]3[CH2:48][C@H:44]([CH2:45][CH2:46]3)[C@H:43]2[C:49]([NH2:51])=[O:50])=[N:40][C:35]([NH:16][C:13]2[CH:14]=[CH:15][C:8]3[CH2:7][CH2:6][CH:5]([NH:4][CH2:3][C:2]([F:17])([F:18])[F:1])[CH2:11][CH2:10][C:9]=3[CH:12]=2)=[N:36][CH:37]=1. The reactants are [F:1][C:2]([F:18])([F:17])[CH2:3][NH:4][CH:5]1[CH2:11][CH2:10][C:9]2[CH:12]=[C:13]([NH2:16])[CH:14]=[CH:15][C:8]=2[CH2:7][CH2:6]1.CC1(C)[C@]2(CS(O)(=O)=O)C(C[C@H]1CC2)=O.Cl[C:35]1[N:40]=[C:39]([NH:41][C@H:42]2[C@H:47]3[CH2:48][C@H:44]([CH2:45][CH2:46]3)[C@H:43]2[C:49]([NH2:51])=[O:50])[C:38]([Cl:52])=[CH:37][N:36]=1. No catalyst specified. (3) The reactants are [H-].[Na+].[Br:3][C:4]1[C:5](=[O:10])[NH:6][CH:7]=[N:8][CH:9]=1.[Cl:11][C:12]1[CH:19]=[CH:18][C:15]([CH2:16]Br)=[CH:14][CH:13]=1.O. The catalyst is C1COCC1.CN(C=O)C.C(OCC)(=O)C. The product is [Br:3][C:4]1[C:5](=[O:10])[N:6]([CH2:16][C:15]2[CH:18]=[CH:19][C:12]([Cl:11])=[CH:13][CH:14]=2)[CH:7]=[N:8][CH:9]=1. The yield is 0.150. (4) The yield is 0.270. The reactants are COC1C=C(OC)C=CC=1C[N:6]([CH2:10][CH:11]1[O:15][C:14](=[O:16])[N:13]([C:17]2[CH:18]=[CH:19][C:20]3[C:26](=[O:27])[CH2:25][CH2:24][CH2:23][S:22][C:21]=3[CH:28]=2)[CH2:12]1)[C:7](=[O:9])[CH3:8]. The product is [O:16]=[C:14]1[N:13]([C:17]2[CH:18]=[CH:19][C:20]3[C:26](=[O:27])[CH2:25][CH2:24][CH2:23][S:22][C:21]=3[CH:28]=2)[CH2:12][CH:11]([CH2:10][NH:6][C:7](=[O:9])[CH3:8])[O:15]1. The catalyst is FC(F)(F)C(O)=O. (5) The reactants are Br[C:2]1[N:3]([CH3:23])[C:4]([C:13]2[S:14][C:15]3[N:16]=[CH:17][N:18]=[C:19]([NH2:22])[C:20]=3[N:21]=2)=[C:5]([C:7]2[CH:12]=[CH:11][CH:10]=[CH:9][CH:8]=2)[N:6]=1.[CH3:24][Si:25]([C:28]#[CH:29])([CH3:27])[CH3:26].C(N(CC)CC)C. The catalyst is CN(C=O)C.[Cu]I. The product is [CH3:23][N:3]1[C:4]([C:13]2[S:14][C:15]3[N:16]=[CH:17][N:18]=[C:19]([NH2:22])[C:20]=3[N:21]=2)=[C:5]([C:7]2[CH:12]=[CH:11][CH:10]=[CH:9][CH:8]=2)[N:6]=[C:2]1[C:29]#[C:28][Si:25]([CH3:27])([CH3:26])[CH3:24]. The yield is 1.00.